Dataset: NCI-60 drug combinations with 297,098 pairs across 59 cell lines. Task: Regression. Given two drug SMILES strings and cell line genomic features, predict the synergy score measuring deviation from expected non-interaction effect. (1) Drug 1: C1=C(C(=O)NC(=O)N1)N(CCCl)CCCl. Drug 2: COC1=C2C(=CC3=C1OC=C3)C=CC(=O)O2. Cell line: NCI-H226. Synergy scores: CSS=5.39, Synergy_ZIP=0.499, Synergy_Bliss=-1.84, Synergy_Loewe=-8.93, Synergy_HSA=-4.67. (2) Drug 1: C1CN1C2=NC(=NC(=N2)N3CC3)N4CC4. Drug 2: CC1C(C(CC(O1)OC2CC(OC(C2O)C)OC3=CC4=CC5=C(C(=O)C(C(C5)C(C(=O)C(C(C)O)O)OC)OC6CC(C(C(O6)C)O)OC7CC(C(C(O7)C)O)OC8CC(C(C(O8)C)O)(C)O)C(=C4C(=C3C)O)O)O)O. Cell line: NCI-H460. Synergy scores: CSS=78.3, Synergy_ZIP=0.892, Synergy_Bliss=-0.818, Synergy_Loewe=-4.03, Synergy_HSA=-0.828. (3) Drug 1: C1=CC(=CC=C1CC(C(=O)O)N)N(CCCl)CCCl.Cl. Drug 2: C1CN(CCN1C(=O)CCBr)C(=O)CCBr. Cell line: HL-60(TB). Synergy scores: CSS=60.0, Synergy_ZIP=1.70, Synergy_Bliss=3.59, Synergy_Loewe=-8.03, Synergy_HSA=0.976. (4) Drug 1: CN(C)N=NC1=C(NC=N1)C(=O)N. Drug 2: CCC1(C2=C(COC1=O)C(=O)N3CC4=CC5=C(C=CC(=C5CN(C)C)O)N=C4C3=C2)O.Cl. Cell line: ACHN. Synergy scores: CSS=30.0, Synergy_ZIP=2.23, Synergy_Bliss=6.16, Synergy_Loewe=-14.7, Synergy_HSA=6.95. (5) Synergy scores: CSS=94.5, Synergy_ZIP=11.7, Synergy_Bliss=11.4, Synergy_Loewe=12.3, Synergy_HSA=15.8. Drug 1: CC1=C2C(C(=O)C3(C(CC4C(C3C(C(C2(C)C)(CC1OC(=O)C(C(C5=CC=CC=C5)NC(=O)OC(C)(C)C)O)O)OC(=O)C6=CC=CC=C6)(CO4)OC(=O)C)OC)C)OC. Drug 2: CC1=C(C(CCC1)(C)C)C=CC(=CC=CC(=CC(=O)O)C)C. Cell line: RPMI-8226.